Task: Predict the product of the given reaction.. Dataset: Forward reaction prediction with 1.9M reactions from USPTO patents (1976-2016) (1) Given the reactants [NH2:1][C@@H:2]([CH3:18])[CH2:3][N:4]1[CH:8]=[CH:7][C:6]([C:9]2[CH:16]=[CH:15][C:12]([C:13]#[N:14])=[C:11]([Cl:17])[CH:10]=2)=[N:5]1.[CH3:19][C:20]1[O:24][C:23]([C:25]2[O:29][N:28]=[C:27]([C:30](O)=[O:31])[CH:26]=2)=[CH:22][CH:21]=1, predict the reaction product. The product is: [Cl:17][C:11]1[CH:10]=[C:9]([C:6]2[CH:7]=[CH:8][N:4]([CH2:3][C@@H:2]([NH:1][C:30]([C:27]3[CH:26]=[C:25]([C:23]4[O:24][C:20]([CH3:19])=[CH:21][CH:22]=4)[O:29][N:28]=3)=[O:31])[CH3:18])[N:5]=2)[CH:16]=[CH:15][C:12]=1[C:13]#[N:14]. (2) Given the reactants [CH3:1][C:2]1[CH:3]=[C:4]([CH2:8][C:9]([CH3:11])=O)[CH:5]=[CH:6][CH:7]=1.C[O-].[Na+].[C:15]([O:22][CH2:23][CH3:24])(=[O:21])[C:16](OCC)=O.C(O)(=O)C.[F:29][C:30]1[CH:31]=[C:32]([S:38]([NH2:41])(=[O:40])=[O:39])[CH:33]=[CH:34][C:35]=1[NH:36][NH2:37], predict the reaction product. The product is: [NH2:41][S:38]([C:32]1[CH:33]=[CH:34][C:35]([N:36]2[C:9]([CH2:8][C:4]3[CH:5]=[CH:6][CH:7]=[C:2]([CH3:1])[CH:3]=3)=[CH:11][C:16]([C:15]([O:22][CH2:23][CH3:24])=[O:21])=[N:37]2)=[C:30]([F:29])[CH:31]=1)(=[O:39])=[O:40]. (3) Given the reactants [C:1]([O:5][C:6]([N:8]1[C@H:12]([C:13](=[O:25])[NH:14][C@H:15]2[C:24]3[C:19](=[CH:20][CH:21]=[CH:22][CH:23]=3)[CH2:18][CH2:17][CH2:16]2)[CH2:11][C@H:10]([NH:26][C:27]([C:29]2[CH:67]=[CH:66][C:32]([CH2:33][N:34]([C@@H:57]([C:59]3[CH:64]=[CH:63][CH:62]=[CH:61][C:60]=3[F:65])[CH3:58])[C:35]([C@@H:37]3[CH2:46][C:45]4[C:40](=[CH:41][CH:42]=[CH:43][CH:44]=4)[CH2:39][N:38]3C(OCC3C=CC=CC=3)=O)=[O:36])=[CH:31][CH:30]=2)=[O:28])[CH2:9]1)=[O:7])([CH3:4])([CH3:3])[CH3:2], predict the reaction product. The product is: [F:65][C:60]1[CH:61]=[CH:62][CH:63]=[CH:64][C:59]=1[C@H:57]([N:34]([CH2:33][C:32]1[CH:66]=[CH:67][C:29]([C:27]([NH:26][C@@H:10]2[CH2:9][N:8]([C:6]([O:5][C:1]([CH3:4])([CH3:3])[CH3:2])=[O:7])[C@H:12]([C:13](=[O:25])[NH:14][C@H:15]3[C:24]4[C:19](=[CH:20][CH:21]=[CH:22][CH:23]=4)[CH2:18][CH2:17][CH2:16]3)[CH2:11]2)=[O:28])=[CH:30][CH:31]=1)[C:35]([C@@H:37]1[CH2:46][C:45]2[C:40](=[CH:41][CH:42]=[CH:43][CH:44]=2)[CH2:39][NH:38]1)=[O:36])[CH3:58].